Dataset: Full USPTO retrosynthesis dataset with 1.9M reactions from patents (1976-2016). Task: Predict the reactants needed to synthesize the given product. (1) Given the product [C:10]1(=[N:3][NH:2][C:1]([O:5][C:6]([CH3:9])([CH3:8])[CH3:7])=[O:4])[CH2:14][CH2:13][CH2:12][CH2:11]1, predict the reactants needed to synthesize it. The reactants are: [C:1]([O:5][C:6]([CH3:9])([CH3:8])[CH3:7])(=[O:4])[NH:2][NH2:3].[C:10]1(=O)[CH2:14][CH2:13][CH2:12][CH2:11]1. (2) Given the product [NH2:1][C:2]1[C:7]([NH2:8])=[CH:6][C:5]([N+:11]([O-:13])=[O:12])=[CH:4][N:3]=1, predict the reactants needed to synthesize it. The reactants are: [NH2:1][C:2]1[C:7]([N+:8]([O-])=O)=[CH:6][C:5]([N+:11]([O-:13])=[O:12])=[CH:4][N:3]=1. (3) Given the product [I:35][C:36]1[C:37](=[O:46])[N:38]([CH3:45])[CH:39]=[C:40]([C:55]2[CH:60]=[CH:59][N:58]=[C:57]([NH:61][C:62](=[O:64])[CH3:63])[CH:56]=2)[C:41]=1[O:42][CH3:43], predict the reactants needed to synthesize it. The reactants are: C1C=C(S([O-])(=O)=O)C=C(P(C2C=CC=C(S([O-])(=O)=O)C=2)C2C=CC=C(S([O-])(=O)=O)C=2)C=1.[Na+].[Na+].[Na+].[I:35][C:36]1[C:37](=[O:46])[N:38]([CH3:45])[CH:39]=[C:40](I)[C:41]=1[O:42][CH3:43].CC1(C)C(C)(C)OB([C:55]2[CH:60]=[CH:59][N:58]=[C:57]([NH:61][C:62](=[O:64])[CH3:63])[CH:56]=2)O1.CCN(C(C)C)C(C)C. (4) The reactants are: [CH3:1][C:2]1[N:6]=[C:5]([C:7]2[CH:8]=[CH:9][C:10]([O:13][C:14]3[CH:24]=[CH:23][C:17]4[CH2:18][CH2:19][NH:20][CH2:21][CH2:22][C:16]=4[CH:15]=3)=[N:11][CH:12]=2)[O:4][N:3]=1.[CH:25]1([CH:28]=O)[CH2:27][CH2:26]1. Given the product [CH:25]1([CH2:28][N:20]2[CH2:19][CH2:18][C:17]3[CH:23]=[CH:24][C:14]([O:13][C:10]4[CH:9]=[CH:8][C:7]([C:5]5[O:4][N:3]=[C:2]([CH3:1])[N:6]=5)=[CH:12][N:11]=4)=[CH:15][C:16]=3[CH2:22][CH2:21]2)[CH2:27][CH2:26]1, predict the reactants needed to synthesize it. (5) Given the product [CH3:12][O:13][C:2]1[N:10]=[C:9]2[C:5]([NH:6][CH:7]=[N:8]2)=[C:4]([NH2:11])[N:3]=1, predict the reactants needed to synthesize it. The reactants are: Cl[C:2]1[N:10]=[C:9]2[C:5]([NH:6][CH:7]=[N:8]2)=[C:4]([NH2:11])[N:3]=1.[CH3:12][O-:13].[Na+].CO. (6) Given the product [Cl:32][C:27]1[CH:26]=[C:25]([CH2:24][C:23]([N:11]2[CH:12]3[CH:17]([CH2:16][CH2:15][CH2:14][CH:13]3[N:18]3[CH2:22][CH2:21][CH2:20][CH2:19]3)[NH:8][CH2:9][CH2:10]2)=[O:33])[CH:30]=[CH:29][C:28]=1[Cl:31], predict the reactants needed to synthesize it. The reactants are: C([N:8]1[CH:17]2[CH:12]([CH:13]([N:18]3[CH2:22][CH2:21][CH2:20][CH2:19]3)[CH2:14][CH2:15][CH2:16]2)[N:11]([C:23](=[O:33])[CH2:24][C:25]2[CH:30]=[CH:29][C:28]([Cl:31])=[C:27]([Cl:32])[CH:26]=2)[CH2:10][CH2:9]1)C1C=CC=CC=1.Cl. (7) Given the product [CH3:32][N:31]1[C:30]2[CH:33]=[CH:34][CH:35]=[CH:36][C:29]=2[N:28]=[C:27]1[CH2:26][O:18][C:15]1[CH:16]=[CH:17][C:12]([C:8]2[N:7]([C:4]3[CH:3]=[CH:2][N:1]=[CH:6][CH:5]=3)[CH:11]=[N:10][N:9]=2)=[CH:13][CH:14]=1, predict the reactants needed to synthesize it. The reactants are: [N:1]1[CH:6]=[CH:5][C:4]([N:7]2[CH:11]=[N:10][N:9]=[C:8]2[C:12]2[CH:17]=[CH:16][C:15]([OH:18])=[CH:14][CH:13]=2)=[CH:3][CH:2]=1.C(=O)([O-])[O-].[Cs+].[Cs+].Cl[CH2:26][C:27]1[N:31]([CH3:32])[C:30]2[CH:33]=[CH:34][CH:35]=[CH:36][C:29]=2[N:28]=1.O. (8) Given the product [CH3:1][CH:2]1[N:7]([C:28](=[O:29])[CH2:27][CH2:26][CH2:25][C:23]2[S:24][C:20]([C:18](=[O:19])[C:17]([F:31])([F:32])[F:16])=[CH:21][CH:22]=2)[CH2:6][CH2:5][N:4]([C:8]2[CH:15]=[CH:14][C:11]([C:12]#[N:13])=[CH:10][N:9]=2)[CH2:3]1, predict the reactants needed to synthesize it. The reactants are: [CH3:1][CH:2]1[NH:7][CH2:6][CH2:5][N:4]([C:8]2[CH:15]=[CH:14][C:11]([C:12]#[N:13])=[CH:10][N:9]=2)[CH2:3]1.[F:16][C:17]([F:32])([F:31])[C:18]([C:20]1[S:24][C:23]([CH2:25][CH2:26][CH2:27][C:28](O)=[O:29])=[CH:22][CH:21]=1)=[O:19]. (9) Given the product [F:2][C:3]([CH3:7])([CH3:6])[CH2:4][NH:5][C:16]1[C:25]2[C:20](=[CH:21][CH:22]=[CH:23][N:24]=2)[N:19]=[CH:18][C:17]=1[N+:26]([O-:28])=[O:27], predict the reactants needed to synthesize it. The reactants are: Cl.[F:2][C:3]([CH3:7])([CH3:6])[CH2:4][NH2:5].C(N(CC)CC)C.Cl[C:16]1[C:25]2[C:20](=[CH:21][CH:22]=[CH:23][N:24]=2)[N:19]=[CH:18][C:17]=1[N+:26]([O-:28])=[O:27].O.